This data is from Peptide-MHC class I binding affinity with 185,985 pairs from IEDB/IMGT. The task is: Regression. Given a peptide amino acid sequence and an MHC pseudo amino acid sequence, predict their binding affinity value. This is MHC class I binding data. (1) The peptide sequence is FVHTLLKTY. The MHC is HLA-A11:01 with pseudo-sequence HLA-A11:01. The binding affinity (normalized) is 0.0847. (2) The peptide sequence is GSPAIFQY. The MHC is Mamu-A02 with pseudo-sequence Mamu-A02. The binding affinity (normalized) is 0.333. (3) The peptide sequence is AEMGGHAER. The MHC is HLA-B40:01 with pseudo-sequence HLA-B40:01. The binding affinity (normalized) is 0.171. (4) The peptide sequence is RVKEKYQHL. The MHC is HLA-A02:06 with pseudo-sequence HLA-A02:06. The binding affinity (normalized) is 0. (5) The peptide sequence is HFFLFLLYI. The MHC is HLA-A24:02 with pseudo-sequence HLA-A24:02. The binding affinity (normalized) is 0.149. (6) The binding affinity (normalized) is 0.0847. The peptide sequence is VYQRGTHPF. The MHC is HLA-A11:01 with pseudo-sequence HLA-A11:01.